From a dataset of Reaction yield outcomes from USPTO patents with 853,638 reactions. Predict the reaction yield, written as a fraction of the theoretical maximum amount of product (1.0 means a 100% yield; for example, 0.34 means a 34% yield). (1) The reactants are [CH3:1][C:2]1([CH2:6][C:7]([OH:9])=O)[CH2:5][O:4][CH2:3]1.CCN=C=NCCCN(C)C.C1C=CC2N(O)N=NC=2C=1.CCN(C(C)C)C(C)C.Cl.Cl.[CH:42]1([CH2:50][NH:51][C:52]([C:54]2[NH:62][C:61]3[CH:60]=[CH:59][N:58]=[CH:57][C:56]=3[CH:55]=2)=[O:53])[C:44]2([CH2:49][CH2:48][NH:47][CH2:46][CH2:45]2)[CH2:43]1. The catalyst is CN(C=O)C. The product is [CH3:1][C:2]1([CH2:6][C:7]([N:47]2[CH2:48][CH2:49][C:44]3([CH:42]([CH2:50][NH:51][C:52]([C:54]4[NH:62][C:61]5[CH:60]=[CH:59][N:58]=[CH:57][C:56]=5[CH:55]=4)=[O:53])[CH2:43]3)[CH2:45][CH2:46]2)=[O:9])[CH2:3][O:4][CH2:5]1. The yield is 0.130. (2) The reactants are [Cl:1][C:2]1[N:7]=[C:6](Cl)[CH:5]=[C:4]([C:9]([O:11]C)=[O:10])[N:3]=1.[F:13][C:14]([F:25])([F:24])[C:15]1[CH:20]=[CH:19][C:18](B(O)O)=[CH:17][CH:16]=1. The catalyst is COCCOC.C([O-])(O)=O.[Na+].C1C=CC(P(C2C=CC=CC=2)[C-]2C=CC=C2)=CC=1.C1C=CC(P(C2C=CC=CC=2)[C-]2C=CC=C2)=CC=1.Cl[Pd]Cl.[Fe+2]. The product is [Cl:1][C:2]1[N:3]=[C:4]([C:9]([OH:11])=[O:10])[CH:5]=[C:6]([C:18]2[CH:19]=[CH:20][C:15]([C:14]([F:25])([F:24])[F:13])=[CH:16][CH:17]=2)[N:7]=1. The yield is 0.600. (3) The reactants are [OH:1][C:2]1[C:3]2[CH2:24][N:23]([C:25]([O:27][C:28]([CH3:31])([CH3:30])[CH3:29])=[O:26])[CH2:22][CH2:21][C:4]=2[N:5]=[C:6]([NH:8][C:9]2[CH:14]=[CH:13][C:12]([N:15]3[CH:19]=[CH:18][N:17]=[C:16]3[CH3:20])=[CH:11][CH:10]=2)[N:7]=1.N12CCCN=C1CCCCC2.C1C=CC(N([S:50]([C:53]([F:56])([F:55])[F:54])(=[O:52])=[O:51])[S:50]([C:53]([F:56])([F:55])[F:54])(=[O:52])=[O:51])=CC=1. The catalyst is ClCCl.CN(C)C1C=CN=CC=1. The product is [CH3:20][C:16]1[N:15]([C:12]2[CH:13]=[CH:14][C:9]([NH:8][C:6]3[N:7]=[C:2]([O:1][S:50]([C:53]([F:56])([F:55])[F:54])(=[O:52])=[O:51])[C:3]4[CH2:24][N:23]([C:25]([O:27][C:28]([CH3:31])([CH3:30])[CH3:29])=[O:26])[CH2:22][CH2:21][C:4]=4[N:5]=3)=[CH:10][CH:11]=2)[CH:19]=[CH:18][N:17]=1. The yield is 0.990. (4) The reactants are O[CH:2]1[C:11]2[N:10]=[CH:9][CH:8]=[C:7]([O:12][CH3:13])[C:6]=2[CH2:5][CH2:4][CH2:3]1.[NH2:14]C1C2N=CC=CC=2CCC1. No catalyst specified. The product is [NH2:14][CH:2]1[C:11]2[N:10]=[CH:9][CH:8]=[C:7]([O:12][CH3:13])[C:6]=2[CH2:5][CH2:4][CH2:3]1. The yield is 0.680. (5) The reactants are [N+:1]([C:4]1[CH:5]=[CH:6][C:7]([O:12][CH2:13][CH2:14][CH3:15])=[C:8]([CH:11]=1)[CH2:9][OH:10])([O-])=O.OCC1C=C(C=CC=1OC)N. No catalyst specified. The product is [OH:10][CH2:9][C:8]1[CH:11]=[C:4]([CH:5]=[CH:6][C:7]=1[O:12][CH2:13][CH2:14][CH3:15])[NH2:1]. The yield is 0.370.